From a dataset of Catalyst prediction with 721,799 reactions and 888 catalyst types from USPTO. Predict which catalyst facilitates the given reaction. (1) Reactant: [NH2:1][C:2]1[N:7]=[CH:6][C:5]([NH:8][C:9]([C:11]2[N:12]([CH2:21][C:22]3[CH:27]=[CH:26][CH:25]=[C:24]([F:28])[CH:23]=3)[C:13]3[C:18]([CH:19]=2)=[CH:17][C:16]([F:20])=[CH:15][CH:14]=3)=[O:10])=[CH:4][CH:3]=1.Br[CH2:30][C:31]([C:33]1[S:34][CH:35]=[CH:36][CH:37]=1)=O. Product: [S:34]1[CH:35]=[CH:36][CH:37]=[C:33]1[C:31]1[N:1]=[C:2]2[CH:3]=[CH:4][C:5]([NH:8][C:9]([C:11]3[N:12]([CH2:21][C:22]4[CH:27]=[CH:26][CH:25]=[C:24]([F:28])[CH:23]=4)[C:13]4[C:18]([CH:19]=3)=[CH:17][C:16]([F:20])=[CH:15][CH:14]=4)=[O:10])=[CH:6][N:7]2[CH:30]=1. The catalyst class is: 10. (2) Reactant: [S:1]1[CH:5]=[CH:4][CH:3]=[C:2]1[CH2:6][CH2:7][OH:8].[CH2:9]=O.[In+3]. Product: [S:1]1[C:2]2[CH2:6][CH2:7][O:8][CH2:9][C:3]=2[CH:4]=[CH:5]1. The catalyst class is: 10. (3) Reactant: [NH2:1][C:2]1[CH:3]=[C:4]2[N:10]([C:11](=[O:23])[C:12]3[C:17]([C:18]([F:21])([F:20])[F:19])=[CH:16][CH:15]=[CH:14][C:13]=3[Cl:22])[N:9]=[C:8]([C:24]3[CH:33]=[CH:32][C:27]([C:28]([O:30][CH3:31])=[O:29])=[CH:26][C:25]=3[F:34])[C:5]2=[N:6][CH:7]=1.[H-].[Na+].Br[CH2:38][CH2:39][O:40][CH3:41].[NH4+].[Cl-]. The catalyst class is: 31. Product: [Cl:22][C:13]1[CH:14]=[CH:15][CH:16]=[C:17]([C:18]([F:20])([F:19])[F:21])[C:12]=1[C:11]([N:10]1[C:4]2[C:5](=[N:6][CH:7]=[C:2]([NH:1][CH2:38][CH2:39][O:40][CH3:41])[CH:3]=2)[C:8]([C:24]2[CH:33]=[CH:32][C:27]([C:28]([O:30][CH3:31])=[O:29])=[CH:26][C:25]=2[F:34])=[N:9]1)=[O:23]. (4) Reactant: [CH3:1][C@@H:2]1[N:7]([CH3:8])[CH2:6][CH2:5][N:4]([CH2:9][C:10]2[CH:11]=[C:12]([C:16]3[C:21]([F:22])=[CH:20][CH:19]=[C:18]([CH2:23][NH:24][C:25](=[O:39])[C:26]4[CH:31]=[CH:30][CH:29]=[C:28]([CH2:32][CH:33]5[CH2:38][CH2:37][NH:36][CH2:35][CH2:34]5)[CH:27]=4)[CH:17]=3)[CH:13]=[CH:14][CH:15]=2)[CH2:3]1.[CH2:40]=O.[BH4-].[Na+]. Product: [CH3:1][C@@H:2]1[N:7]([CH3:8])[CH2:6][CH2:5][N:4]([CH2:9][C:10]2[CH:11]=[C:12]([C:16]3[C:21]([F:22])=[CH:20][CH:19]=[C:18]([CH2:23][NH:24][C:25](=[O:39])[C:26]4[CH:31]=[CH:30][CH:29]=[C:28]([CH2:32][CH:33]5[CH2:34][CH2:35][N:36]([CH3:40])[CH2:37][CH2:38]5)[CH:27]=4)[CH:17]=3)[CH:13]=[CH:14][CH:15]=2)[CH2:3]1. The catalyst class is: 5. (5) Reactant: [OH:1][C:2]1[C:6]([CH2:7][C:8]([O:10][CH3:11])=[O:9])=[CH:5][N:4]([CH3:12])[N:3]=1.Cl[CH2:14][C:15]1[O:19][N:18]=[C:17]([O:20][CH2:21][C:22]2[CH:31]=[CH:30][C:29]3[C:24](=[CH:25][CH:26]=[CH:27][CH:28]=3)[N:23]=2)[CH:16]=1.C(=O)([O-])[O-].[K+].[K+].CN(C)C=O. Product: [CH3:12][N:4]1[CH:5]=[C:6]([CH2:7][C:8]([O:10][CH3:11])=[O:9])[C:2]([O:1][CH2:14][C:15]2[O:19][N:18]=[C:17]([O:20][CH2:21][C:22]3[CH:31]=[CH:30][C:29]4[C:24](=[CH:25][CH:26]=[CH:27][CH:28]=4)[N:23]=3)[CH:16]=2)=[N:3]1. The catalyst class is: 6. (6) Reactant: [CH3:1][O:2][C:3]([C@@H:5]1[CH2:10][CH2:9][CH2:8][CH2:7][C@H:6]1[C:11]([OH:13])=O)=[O:4].C(Cl)(=O)[C:15]([Cl:17])=O.[Si](C=[N+]=[N-])(C)(C)C.Cl.CCOCC. Product: [Cl:17][CH2:15][C:11]([CH:6]1[CH2:7][CH2:8][CH2:9][CH2:10][CH:5]1[C:3]([O:2][CH3:1])=[O:4])=[O:13]. The catalyst class is: 59. (7) Reactant: Cl[CH2:2][C:3]1[CH:8]=[CH:7][CH:6]=[C:5]([F:9])[CH:4]=1.[C:10]([O:14][C:15](=[O:28])[NH:16][CH2:17][CH2:18][C:19]1[CH:24]=[CH:23][C:22]([OH:25])=[C:21]([O:26][CH3:27])[CH:20]=1)([CH3:13])([CH3:12])[CH3:11].C([O-])([O-])=O.[K+].[K+].[I-].[K+]. Product: [C:10]([O:14][C:15](=[O:28])[NH:16][CH2:17][CH2:18][C:19]1[CH:24]=[CH:23][C:22]([O:25][CH2:2][C:3]2[CH:8]=[CH:7][CH:6]=[C:5]([F:9])[CH:4]=2)=[C:21]([O:26][CH3:27])[CH:20]=1)([CH3:12])([CH3:13])[CH3:11]. The catalyst class is: 9.